This data is from Full USPTO retrosynthesis dataset with 1.9M reactions from patents (1976-2016). The task is: Predict the reactants needed to synthesize the given product. Given the product [Cl:1][C:2]1[N:3]=[C:4]([Cl:16])[C:5]([OH:14])=[C:6]([O:8][C:9]2([CH2:12][OH:13])[CH2:10][CH2:11]2)[N:7]=1, predict the reactants needed to synthesize it. The reactants are: [Cl:1][C:2]1[N:7]=[C:6]([O:8][C:9]2([CH2:12][OH:13])[CH2:11][CH2:10]2)[C:5]([O:14]C)=[C:4]([Cl:16])[N:3]=1.[Cl-].[Li+].